This data is from Reaction yield outcomes from USPTO patents with 853,638 reactions. The task is: Predict the reaction yield, written as a fraction of the theoretical maximum amount of product (1.0 means a 100% yield; for example, 0.34 means a 34% yield). The yield is 0.830. The reactants are [O:1]=[C:2]1[C:10](=[CH:11][C:12]2[NH:13][C:14]3[CH2:15][CH2:16][CH2:17][CH2:18][C:19]=3[C:20]=2[CH2:21][CH2:22][C:23]([OH:25])=O)[C:9]2[C:4](=[CH:5][CH:6]=[CH:7][CH:8]=2)[NH:3]1.C(N1C=CN=C1)([N:28]1C=CN=C1)=O.N.O. The catalyst is CN(C)C=O. The product is [O:1]=[C:2]1[C:10](=[CH:11][C:12]2[NH:13][C:14]3[CH2:15][CH2:16][CH2:17][CH2:18][C:19]=3[C:20]=2[CH2:21][CH2:22][C:23]([NH2:28])=[O:25])[C:9]2[C:4](=[CH:5][CH:6]=[CH:7][CH:8]=2)[NH:3]1.